This data is from NCI-60 drug combinations with 297,098 pairs across 59 cell lines. The task is: Regression. Given two drug SMILES strings and cell line genomic features, predict the synergy score measuring deviation from expected non-interaction effect. (1) Drug 1: CN1C(=O)N2C=NC(=C2N=N1)C(=O)N. Drug 2: CCC1(C2=C(COC1=O)C(=O)N3CC4=CC5=C(C=CC(=C5CN(C)C)O)N=C4C3=C2)O.Cl. Cell line: IGROV1. Synergy scores: CSS=12.8, Synergy_ZIP=-3.54, Synergy_Bliss=0.586, Synergy_Loewe=-11.5, Synergy_HSA=0.494. (2) Drug 1: CS(=O)(=O)CCNCC1=CC=C(O1)C2=CC3=C(C=C2)N=CN=C3NC4=CC(=C(C=C4)OCC5=CC(=CC=C5)F)Cl. Drug 2: CC1CCCC2(C(O2)CC(NC(=O)CC(C(C(=O)C(C1O)C)(C)C)O)C(=CC3=CSC(=N3)C)C)C. Cell line: COLO 205. Synergy scores: CSS=48.0, Synergy_ZIP=1.52, Synergy_Bliss=-0.143, Synergy_Loewe=0.573, Synergy_HSA=3.67. (3) Drug 1: CC1=CC=C(C=C1)C2=CC(=NN2C3=CC=C(C=C3)S(=O)(=O)N)C(F)(F)F. Drug 2: C1C(C(OC1N2C=C(C(=O)NC2=O)F)CO)O. Cell line: HCC-2998. Synergy scores: CSS=39.3, Synergy_ZIP=0.813, Synergy_Bliss=1.02, Synergy_Loewe=-14.3, Synergy_HSA=3.50. (4) Drug 1: CN(C(=O)NC(C=O)C(C(C(CO)O)O)O)N=O. Drug 2: CC12CCC3C(C1CCC2OP(=O)(O)O)CCC4=C3C=CC(=C4)OC(=O)N(CCCl)CCCl.[Na+]. Cell line: U251. Synergy scores: CSS=-15.5, Synergy_ZIP=10.3, Synergy_Bliss=0.965, Synergy_Loewe=-34.0, Synergy_HSA=-27.5. (5) Drug 1: CC12CCC(CC1=CCC3C2CCC4(C3CC=C4C5=CN=CC=C5)C)O. Drug 2: C1=CC(=CC=C1CCCC(=O)O)N(CCCl)CCCl. Cell line: PC-3. Synergy scores: CSS=18.6, Synergy_ZIP=-5.96, Synergy_Bliss=-5.86, Synergy_Loewe=-4.59, Synergy_HSA=-4.12.